From a dataset of Reaction yield outcomes from USPTO patents with 853,638 reactions. Predict the reaction yield, written as a fraction of the theoretical maximum amount of product (1.0 means a 100% yield; for example, 0.34 means a 34% yield). (1) The reactants are [F:1][C:2]1[CH:3]=[CH:4][C:5]2[N:6]([C:8]([C:11]3[N:16]=[C:15]([NH:17][CH2:18][C:19]4[CH:24]=[CH:23][CH:22]=[CH:21][N:20]=4)[C:14]([N+:25]([O-])=O)=[CH:13][N:12]=3)=[CH:9][N:10]=2)[CH:7]=1. The catalyst is [Pd].C(O)C. The product is [F:1][C:2]1[CH:3]=[CH:4][C:5]2[N:6]([C:8]([C:11]3[N:16]=[C:15]([NH:17][CH2:18][C:19]4[CH:24]=[CH:23][CH:22]=[CH:21][N:20]=4)[C:14]([NH2:25])=[CH:13][N:12]=3)=[CH:9][N:10]=2)[CH:7]=1. The yield is 0.960. (2) The reactants are [F:1][C:2]([F:12])([F:11])[C:3]1[C:4](=O)[NH:5][C:6](=O)[NH:7][CH:8]=1.OP(O)(O)=O.O=P(Cl)(Cl)[Cl:20].CCN(C(C)C)C(C)C.[ClH:32]. The catalyst is C(OC)(C)(C)C.C(OCCCC)(=O)C. The product is [Cl:32][C:6]1[N:5]=[C:4]([Cl:20])[C:3]([C:2]([F:12])([F:11])[F:1])=[CH:8][N:7]=1. The yield is 0.729. (3) The product is [C:34]([N:31]1[CH2:30][CH2:29][CH:28]([O:27][C:24]2[CH:25]=[C:26]3[C:21](=[CH:22][CH:23]=2)[N:20]=[CH:19][N:18]=[C:17]3[NH:16][C:4]2[CH:5]=[CH:6][C:7]([O:8][CH2:9][C:10]3[CH:15]=[N:14][CH:13]=[CH:12][N:11]=3)=[C:2]([Cl:1])[CH:3]=2)[CH2:33][CH2:32]1)(=[O:36])[CH3:35]. The reactants are [Cl:1][C:2]1[CH:3]=[C:4]([NH:16][C:17]2[C:26]3[C:21](=[CH:22][CH:23]=[C:24]([O:27][CH:28]4[CH2:33][CH2:32][NH:31][CH2:30][CH2:29]4)[CH:25]=3)[N:20]=[CH:19][N:18]=2)[CH:5]=[CH:6][C:7]=1[O:8][CH2:9][C:10]1[CH:15]=[N:14][CH:13]=[CH:12][N:11]=1.[C:34](OC(=O)C)(=[O:36])[CH3:35]. No catalyst specified. The yield is 0.760. (4) The reactants are [CH:1]1([CH2:6]O)[CH2:5][CH2:4][CH2:3][CH2:2]1.C(N(CC)CC)C.CS([Cl:19])(=O)=O.O.[NH2:21][NH2:22]. The catalyst is O1CCCC1.C(O)C.O. The product is [ClH:19].[ClH:19].[CH:1]1([CH2:6][NH:21][NH2:22])[CH2:5][CH2:4][CH2:3][CH2:2]1. The yield is 0.640. (5) The reactants are [NH2:1][C:2]1[CH:19]=[CH:18][C:5]([O:6][C:7]2[CH:12]=[CH:11][N:10]=[C:9]3[N:13]([CH3:17])[C:14](=[O:16])[NH:15][C:8]=23)=[CH:4][CH:3]=1.[Cl:20][C:21]1[CH:26]=[CH:25][C:24]([N:27]=[C:28]=[O:29])=[CH:23][C:22]=1[C:30]([F:33])([F:32])[F:31]. No catalyst specified. The product is [CH3:17][N:13]1[C:9]2=[N:10][CH:11]=[CH:12][C:7]([O:6][C:5]3[CH:18]=[CH:19][C:2]([NH:1][C:28]([NH:27][C:24]4[CH:25]=[CH:26][C:21]([Cl:20])=[C:22]([C:30]([F:32])([F:31])[F:33])[CH:23]=4)=[O:29])=[CH:3][CH:4]=3)=[C:8]2[NH:15][C:14]1=[O:16]. The yield is 0.840. (6) The reactants are [CH3:1][C:2]1[CH:7]=[CH:6][C:5]([C:8]2[CH:13]=[CH:12][C:11]([C:14]#[N:15])=[CH:10][CH:9]=2)=[CH:4][CH:3]=1.C(N(CC)CC)C.Cl.[NH2:24][OH:25].C([O-])(O)=O.[Na+]. The catalyst is CN(C=O)C.O.C(Cl)Cl. The product is [OH:25][N:24]=[C:14]([C:11]1[CH:10]=[CH:9][C:8]([C:5]2[CH:6]=[CH:7][C:2]([CH3:1])=[CH:3][CH:4]=2)=[CH:13][CH:12]=1)[NH2:15]. The yield is 0.700. (7) The reactants are [Cl:1][C:2]1[C:3]([NH:19]C(=O)C(C)(C)C)=[N:4][C:5]([NH:12]C(=O)C(C)(C)C)=[C:6]([CH:11]=1)[C:7]([O:9][CH3:10])=[O:8].CC(C)([O-])C.[K+]. The catalyst is CO. The product is [NH2:12][C:5]1[N:4]=[C:3]([NH2:19])[C:2]([Cl:1])=[CH:11][C:6]=1[C:7]([O:9][CH3:10])=[O:8]. The yield is 0.890.